This data is from Full USPTO retrosynthesis dataset with 1.9M reactions from patents (1976-2016). The task is: Predict the reactants needed to synthesize the given product. (1) Given the product [CH3:1][O:2][C:3]([C:5]1[N:6]=[C:7]2[N:15]([CH2:16][C:17](=[O:24])[N:18]3[CH2:23][CH2:22][CH2:21][CH2:20][CH2:19]3)[CH:14]=[CH:13][N:8]2[C:9](=[O:12])[C:10]=1[O:11][CH2:31][C:32]1[CH:37]=[CH:36][CH:35]=[CH:34][CH:33]=1)=[O:4], predict the reactants needed to synthesize it. The reactants are: [CH3:1][O:2][C:3]([C:5]1[N:6]=[C:7]2[N:15]([CH2:16][C:17](=[O:24])[N:18]3[CH2:23][CH2:22][CH2:21][CH2:20][CH2:19]3)[CH:14]=[CH:13][N:8]2[C:9](=[O:12])[C:10]=1[OH:11])=[O:4].C([O-])([O-])=O.[K+].[K+].[CH2:31](Br)[C:32]1[CH:37]=[CH:36][CH:35]=[CH:34][CH:33]=1. (2) Given the product [Cl:1][C:2]1[CH:3]=[C:4]([CH:8]=[CH:9][C:10]=1[O:11][CH3:12])[C:5]([NH:18][C@H:17]([CH2:19][CH:20]([CH3:22])[CH3:21])[C:16]([O:15][CH3:14])=[O:23])=[O:7], predict the reactants needed to synthesize it. The reactants are: [Cl:1][C:2]1[CH:3]=[C:4]([CH:8]=[CH:9][C:10]=1[O:11][CH3:12])[C:5]([OH:7])=O.Cl.[CH3:14][O:15][C:16](=[O:23])[C@@H:17]([CH2:19][CH:20]([CH3:22])[CH3:21])[NH2:18]. (3) Given the product [F:5][C:6]1[CH:7]=[C:8]([N+:16]([O-:18])=[O:17])[C:9]([OH:15])=[C:10]([CH:14]=1)[C:11]([O:13][CH3:19])=[O:12], predict the reactants needed to synthesize it. The reactants are: S(Cl)(Cl)=O.[F:5][C:6]1[CH:7]=[C:8]([N+:16]([O-:18])=[O:17])[C:9]([OH:15])=[C:10]([CH:14]=1)[C:11]([OH:13])=[O:12].[CH3:19]O. (4) Given the product [ClH:2].[NH2:33][C@@H:15]([C:10]1[CH:11]=[CH:12][CH:13]=[CH:14][C:9]=1[C:6]1[CH:7]=[CH:8][C:3]([Cl:2])=[CH:4][CH:5]=1)[CH:16]1[CH2:21][CH2:20][N:19]([C:22]2[CH:32]=[CH:31][C:25]([C:26]([O:28][CH2:29][CH3:30])=[O:27])=[CH:24][CH:23]=2)[CH2:18][CH2:17]1, predict the reactants needed to synthesize it. The reactants are: Cl.[Cl:2][C:3]1[CH:8]=[CH:7][C:6]([C:9]2[CH:14]=[CH:13][CH:12]=[CH:11][C:10]=2[C@H:15]([NH:33][S@](C(C)(C)C)=O)[CH:16]2[CH2:21][CH2:20][N:19]([C:22]3[CH:32]=[CH:31][C:25]([C:26]([O:28][CH2:29][CH3:30])=[O:27])=[CH:24][CH:23]=3)[CH2:18][CH2:17]2)=[CH:5][CH:4]=1.